This data is from Reaction yield outcomes from USPTO patents with 853,638 reactions. The task is: Predict the reaction yield, written as a fraction of the theoretical maximum amount of product (1.0 means a 100% yield; for example, 0.34 means a 34% yield). (1) The reactants are [CH3:1][C:2]1[C:7]([C:8]#[N:9])=[C:6]([CH3:10])[N:5]=[C:4]2[NH:11][CH:12]=[CH:13][C:3]=12.[C:14](O[C:14]([O:16][C:17]([CH3:20])([CH3:19])[CH3:18])=[O:15])([O:16][C:17]([CH3:20])([CH3:19])[CH3:18])=[O:15].[BH4-].[Na+]. The catalyst is CO.O.O.O.O.O.O.[Ni](Cl)Cl. The product is [C:17]([O:16][C:14](=[O:15])[NH:9][CH2:8][C:7]1[C:2]([CH3:1])=[C:3]2[CH:13]=[CH:12][NH:11][C:4]2=[N:5][C:6]=1[CH3:10])([CH3:20])([CH3:19])[CH3:18]. The yield is 0.720. (2) The reactants are [OH-].[Na+].[CH:3]1([C:6]2[CH:7]=[CH:8][CH:9]=[C:10]3[C:15]=2[N:14]=[C:13]([C:16]([N:18]2[CH2:23][CH2:22][C:21]4([CH2:32][C:31](=[O:33])[C:30]5[C:25](=[CH:26][CH:27]=[C:28]([C:34]6[CH:35]=[N:36][N:37]([CH3:39])[CH:38]=6)[CH:29]=5)[O:24]4)[CH2:20][CH2:19]2)=[O:17])[CH:12]=[C:11]3[C:40]2[CH:49]=[CH:48][C:43]([C:44]([O:46]C)=[O:45])=[CH:42][CH:41]=2)[CH2:5][CH2:4]1.CO.Cl. The catalyst is C1COCC1. The product is [CH:3]1([C:6]2[CH:7]=[CH:8][CH:9]=[C:10]3[C:15]=2[N:14]=[C:13]([C:16]([N:18]2[CH2:19][CH2:20][C:21]4([CH2:32][C:31](=[O:33])[C:30]5[C:25](=[CH:26][CH:27]=[C:28]([C:34]6[CH:35]=[N:36][N:37]([CH3:39])[CH:38]=6)[CH:29]=5)[O:24]4)[CH2:22][CH2:23]2)=[O:17])[CH:12]=[C:11]3[C:40]2[CH:49]=[CH:48][C:43]([C:44]([OH:46])=[O:45])=[CH:42][CH:41]=2)[CH2:5][CH2:4]1. The yield is 0.678.